From a dataset of Reaction yield outcomes from USPTO patents with 853,638 reactions. Predict the reaction yield, written as a fraction of the theoretical maximum amount of product (1.0 means a 100% yield; for example, 0.34 means a 34% yield). The reactants are Br[CH2:2][C:3]([C:5]1[C:6]([C:18]2[CH:23]=[CH:22][CH:21]=[C:20]([Br:24])[CH:19]=2)=[N:7][N:8]2[CH:13]=[C:12]([C:14]([F:17])([F:16])[F:15])[CH:11]=[CH:10][C:9]=12)=[O:4].[F-:25].[K+].O. The catalyst is CC(N(C)C)=O. The product is [Br:24][C:20]1[CH:19]=[C:18]([C:6]2[C:5]([C:3](=[O:4])[CH2:2][F:25])=[C:9]3[CH:10]=[CH:11][C:12]([C:14]([F:16])([F:17])[F:15])=[CH:13][N:8]3[N:7]=2)[CH:23]=[CH:22][CH:21]=1. The yield is 0.420.